The task is: Predict the reactants needed to synthesize the given product.. This data is from Full USPTO retrosynthesis dataset with 1.9M reactions from patents (1976-2016). (1) The reactants are: [Cl:1][C:2]1[CH:3]=[C:4]([NH:9][C@H:10]([C:14]([O:16][CH2:17][CH3:18])=[O:15])[CH:11]([CH3:13])[CH3:12])[CH:5]=[CH:6][C:7]=1[F:8].[CH2:19](Br)[C:20]1[CH:25]=[CH:24][CH:23]=[CH:22][CH:21]=1.C(N(C(C)C)CC)(C)C.C(N)CN.Cl. Given the product [CH2:19]([N:9]([C:4]1[CH:5]=[CH:6][C:7]([F:8])=[C:2]([Cl:1])[CH:3]=1)[C@H:10]([C:14]([O:16][CH2:17][CH3:18])=[O:15])[CH:11]([CH3:13])[CH3:12])[C:20]1[CH:25]=[CH:24][CH:23]=[CH:22][CH:21]=1, predict the reactants needed to synthesize it. (2) Given the product [CH2:30]([N:3]1[CH2:8][CH2:7][CH:6]([N:9]2[CH2:13][CH2:12][N:11]([CH2:14][CH2:15][CH2:16][N:17]3[CH2:22][CH2:21][CH2:20][CH2:19][CH2:18]3)[C:10]2=[C:23]([C:24]#[N:25])[C:26]#[N:27])[CH2:5][CH2:4]1)[CH:29]=[CH2:28], predict the reactants needed to synthesize it. The reactants are: Cl.Cl.[NH:3]1[CH2:8][CH2:7][CH:6]([N:9]2[CH2:13][CH2:12][N:11]([CH2:14][CH2:15][CH2:16][N:17]3[CH2:22][CH2:21][CH2:20][CH2:19][CH2:18]3)[C:10]2=[C:23]([C:26]#[N:27])[C:24]#[N:25])[CH2:5][CH2:4]1.[CH2:28](Br)[CH:29]=[CH2:30].C(=O)([O-])[O-].[K+].[K+].Cl. (3) The reactants are: [Cl:1][S:2]([OH:5])(=O)=[O:3].[CH3:6][O:7][C:8]1[CH:13]=[CH:12][CH:11]=[CH:10][C:9]=1[N+:14]([O-:16])=[O:15]. Given the product [CH3:6][O:7][C:8]1[CH:13]=[CH:12][C:11]([S:2]([Cl:1])(=[O:5])=[O:3])=[CH:10][C:9]=1[N+:14]([O-:16])=[O:15], predict the reactants needed to synthesize it. (4) Given the product [C:27]([NH:1][C:2]1[CH:10]=[C:9]([C:11]2[C:16]([C:17]([F:20])([F:18])[F:19])=[CH:15][CH:14]=[CH:13][N:12]=2)[CH:8]=[CH:7][C:3]=1[C:4]([NH2:6])=[O:5])(=[O:29])[CH3:28], predict the reactants needed to synthesize it. The reactants are: [NH2:1][C:2]1[CH:10]=[C:9]([C:11]2[C:16]([C:17]([F:20])([F:19])[F:18])=[CH:15][CH:14]=[CH:13][N:12]=2)[CH:8]=[CH:7][C:3]=1[C:4]([NH2:6])=[O:5].N1C=CC=CC=1.[C:27](Cl)(=[O:29])[CH3:28].